This data is from Catalyst prediction with 721,799 reactions and 888 catalyst types from USPTO. The task is: Predict which catalyst facilitates the given reaction. (1) Reactant: [C:1]([O:4][C:5]1[CH:10]=[CH:9][C:8]([C:11]2[N:12]=[C:13]([CH2:18][C:19]3[CH:24]=[CH:23][CH:22]=[CH:21][CH:20]=3)[C:14]([NH2:17])=[N:15][CH:16]=2)=[CH:7][CH:6]=1)(=[O:3])[CH3:2].[CH2:25]([S:32](Cl)(=[O:34])=[O:33])[C:26]1[CH:31]=[CH:30][CH:29]=[CH:28][CH:27]=1.C(=O)(O)[O-].[Na+]. Product: [C:1]([O:4][C:5]1[CH:6]=[CH:7][C:8]([C:11]2[N:12]=[C:13]([CH2:18][C:19]3[CH:24]=[CH:23][CH:22]=[CH:21][CH:20]=3)[C:14]([NH:17][S:32]([CH2:25][C:26]3[CH:31]=[CH:30][CH:29]=[CH:28][CH:27]=3)(=[O:34])=[O:33])=[N:15][CH:16]=2)=[CH:9][CH:10]=1)(=[O:3])[CH3:2]. The catalyst class is: 17. (2) Reactant: [CH:1]1([N:6]([C:12]2[S:13][CH:14]=[C:15]([C:17]3[CH:22]=[CH:21][C:20]([CH:23]([CH3:25])[CH3:24])=[CH:19][CH:18]=3)[N:16]=2)[CH2:7][CH2:8]C(O)=O)[CH2:5][CH2:4][CH2:3][CH2:2]1.C1(P(N=[N+]=[N-])(C2C=CC=CC=2)=[O:33])C=CC=CC=1.CC[N:45]([CH:49](C)C)C(C)C.[CH3:52][S:53]([NH2:56])(=[O:55])=[O:54]. Product: [CH:1]1([N:6]([C:12]2[S:13][CH:14]=[C:15]([C:17]3[CH:18]=[CH:19][C:20]([CH:23]([CH3:24])[CH3:25])=[CH:21][CH:22]=3)[N:16]=2)[CH2:7][CH2:8][NH:45][C:49]([NH:56][S:53]([CH3:52])(=[O:55])=[O:54])=[O:33])[CH2:2][CH2:3][CH2:4][CH2:5]1. The catalyst class is: 23.